This data is from Reaction yield outcomes from USPTO patents with 853,638 reactions. The task is: Predict the reaction yield, written as a fraction of the theoretical maximum amount of product (1.0 means a 100% yield; for example, 0.34 means a 34% yield). (1) The reactants are [NH2:1][C:2]1[C:3]([C:22]([O:24]C)=[O:23])=[N:4][C:5]([C:8]2[C:13]([F:14])=[CH:12][CH:11]=[C:10]([C:15](=[O:20])[NH:16][CH:17]([CH3:19])[CH3:18])[C:9]=2[F:21])=[CH:6][CH:7]=1.[Li+].[OH-].Cl.CCOC(C)=O. The catalyst is C1COCC1.CO. The product is [NH2:1][C:2]1[C:3]([C:22]([OH:24])=[O:23])=[N:4][C:5]([C:8]2[C:13]([F:14])=[CH:12][CH:11]=[C:10]([C:15](=[O:20])[NH:16][CH:17]([CH3:19])[CH3:18])[C:9]=2[F:21])=[CH:6][CH:7]=1. The yield is 0.650. (2) The reactants are Cl[C:2]1[N:7]=[C:6]([CH3:8])[CH:5]=[C:4]([CH3:9])[N:3]=1.[NH:10]1[CH2:14][CH2:13][CH2:12][CH2:11]1.C(N(CC)CC)C. The catalyst is C(O)C.O. The product is [CH3:9][C:4]1[CH:5]=[C:6]([CH3:8])[N:7]=[C:2]([N:10]2[CH2:14][CH2:13][CH2:12][CH2:11]2)[N:3]=1. The yield is 0.880.